From a dataset of Forward reaction prediction with 1.9M reactions from USPTO patents (1976-2016). Predict the product of the given reaction. (1) Given the reactants [F:1][C:2]1[CH:3]=[C:4]([C:11]([OH:13])=O)[CH:5]=[CH:6][C:7]=1[N+:8]([O-:10])=[O:9].S(Cl)([Cl:16])=O.CN(C=O)C, predict the reaction product. The product is: [F:1][C:2]1[CH:3]=[C:4]([CH:5]=[CH:6][C:7]=1[N+:8]([O-:10])=[O:9])[C:11]([Cl:16])=[O:13]. (2) Given the reactants [OH:1]/[N:2]=[C:3](/[CH:5]1[CH2:10][CH2:9][N:8]([C:11]([O:13][C:14]([CH3:17])([CH3:16])[CH3:15])=[O:12])[CH2:7][CH2:6]1)\[NH2:4].C(N(CC)CC)C.[C:25](Cl)(=O)[CH:26]([CH3:28])[CH3:27], predict the reaction product. The product is: [CH:26]([C:28]1[O:1][N:2]=[C:3]([CH:5]2[CH2:10][CH2:9][N:8]([C:11]([O:13][C:14]([CH3:17])([CH3:16])[CH3:15])=[O:12])[CH2:7][CH2:6]2)[N:4]=1)([CH3:27])[CH3:25].